Dataset: HIV replication inhibition screening data with 41,000+ compounds from the AIDS Antiviral Screen. Task: Binary Classification. Given a drug SMILES string, predict its activity (active/inactive) in a high-throughput screening assay against a specified biological target. (1) The molecule is O=C(c1nc2ccc(Cl)cc2nc1O)C(O)c1cccc([N+](=O)[O-])c1. The result is 0 (inactive). (2) The compound is CCOC(=O)C1Oc2ccc([N+](=O)[O-])cc2C1(C)O. The result is 0 (inactive). (3) The drug is CC(=O)OC1CCC2C3CCc4c(C)ccc(OS(=O)(=O)c5ccccc5)c4C3CCC12C. The result is 0 (inactive). (4) The compound is Cc1ccccc1N=Nc1c(-c2ccccc2)nn(C(=O)CC(=O)Nc2cccc(Cl)c2)c1-c1ccccc1. The result is 0 (inactive).